This data is from Drug-target binding data from BindingDB using IC50 measurements. The task is: Regression. Given a target protein amino acid sequence and a drug SMILES string, predict the binding affinity score between them. We predict pIC50 (pIC50 = -log10(IC50 in M); higher means more potent). Dataset: bindingdb_ic50. (1) The drug is COc1ccc2c(c1)-c1c(c3ccc([N+](=O)[O-])cc3c(=O)n1CCCN1CCOCC1)C2=O. The target protein (Q9NUW8) has sequence MSQEGDYGRWTISSSDESEEEKPKPDKPSTSSLLCARQGAANEPRYTCSEAQKAAHKRKISPVKFSNTDSVLPPKRQKSGSQEDLGWCLSSSDDELQPEMPQKQAEKVVIKKEKDISAPNDGTAQRTENHGAPACHRLKEEEDEYETSGEGQDIWDMLDKGNPFQFYLTRVSGVKPKYNSGALHIKDILSPLFGTLVSSAQFNYCFDVDWLVKQYPPEFRKKPILLVHGDKREAKAHLHAQAKPYENISLCQAKLDIAFGTHHTKMMLLLYEEGLRVVIHTSNLIHADWHQKTQGIWLSPLYPRIADGTHKSGESPTHFKADLISYLMAYNAPSLKEWIDVIHKHDLSETNVYLIGSTPGRFQGSQKDNWGHFRLKKLLKDHASSMPNAESWPVVGQFSSVGSLGADESKWLCSEFKESMLTLGKESKTPGKSSVPLYLIYPSVENVRTSLEGYPAGGSLPYSIQTAEKQNWLHSYFHKWSAETSGRSNAMPHIKTYMRP.... The pIC50 is 4.0. (2) The small molecule is CCc1nc(N)nc(N)c1-c1ccc(C(C)(C)C)cc1. The target protein sequence is MENLSDVFDIYAICACCKVAPTSEGTKNEPFSPRTFRGLGNKGTLPWKCNSVDMKYFRSVTTYVDESKYEKLKWKRERYLRMEASQGGGDNTSGGDNTHGGDNADKLQNVVVMGRSNWESIPKQYKPLPNRINVVLSKTLTKEDVKEKVFIIDSIDDLLLLLKKLKYYKCFIIGGAQVYRECLSRNLIKQIYFTRINGAYPCDVFFPEFDESEFRVTSVSEVYNSKGTTLDFLVYSKV. The pIC50 is 4.3. (3) The target protein (P16581) has sequence MIASQFLSALTLVLLIKESGAWSYNTSTEAMTYDEASAYCQQRYTHLVAIQNKEEIEYLNSILSYSPSYYWIGIRKVNNVWVWVGTQKPLTEEAKNWAPGEPNNRQKDEDCVEIYIKREKDVGMWNDERCSKKKLALCYTAACTNTSCSGHGECVETINNYTCKCDPGFSGLKCEQIVNCTALESPEHGSLVCSHPLGNFSYNSSCSISCDRGYLPSSMETMQCMSSGEWSAPIPACNVVECDAVTNPANGFVECFQNPGSFPWNTTCTFDCEEGFELMGAQSLQCTSSGNWDNEKPTCKAVTCRAVRQPQNGSVRCSHSPAGEFTFKSSCNFTCEEGFMLQGPAQVECTTQGQWTQQIPVCEAFQCTALSNPERGYMNCLPSASGSFRYGSSCEFSCEQGFVLKGSKRLQCGPTGEWDNEKPTCEAVRCDAVHQPPKGLVRCAHSPIGEFTYKSSCAFSCEEGFELHGSTQLECTSQGQWTEEVPSCQVVKCSSLAVPG.... The compound is O=C(Cc1cc(O)c(O)c(O)c1)Nc1cccc(C(=O)O)c1. The pIC50 is 6.1.